Predict the reaction yield, written as a fraction of the theoretical maximum amount of product (1.0 means a 100% yield; for example, 0.34 means a 34% yield). From a dataset of Reaction yield outcomes from USPTO patents with 853,638 reactions. (1) The reactants are [F:1][C:2]([F:17])([F:16])[O:3][C:4]1[CH:9]=[CH:8][C:7]([N:10]2[CH2:15][CH2:14][NH:13][CH2:12][CH2:11]2)=[CH:6][CH:5]=1.Br[C:19]1[CH:31]=[CH:30][C:22]([O:23][CH:24]2[CH2:29][CH2:28][CH2:27][CH2:26][O:25]2)=[CH:21][CH:20]=1.C1C=CC(P(C2C(C3C(P(C4C=CC=CC=4)C4C=CC=CC=4)=CC=C4C=3C=CC=C4)=C3C(C=CC=C3)=CC=2)C2C=CC=CC=2)=CC=1.CC(C)([O-])C.[Na+]. The catalyst is C1(C)C=CC=CC=1.C([O-])(=O)C.[Pd+2].C([O-])(=O)C.O.C(OCC)(=O)C. The product is [O:25]1[CH2:26][CH2:27][CH2:28][CH2:29][CH:24]1[O:23][C:22]1[CH:30]=[CH:31][C:19]([N:13]2[CH2:12][CH2:11][N:10]([C:7]3[CH:8]=[CH:9][C:4]([O:3][C:2]([F:1])([F:16])[F:17])=[CH:5][CH:6]=3)[CH2:15][CH2:14]2)=[CH:20][CH:21]=1. The yield is 0.350. (2) The reactants are [Br:1][C:2]1[CH:7]=[CH:6][C:5]([F:8])=[CH:4][C:3]=1[C:9]1[NH:13][N:12]=[N:11][N:10]=1.IC.[C:16](=O)([O-])[O-].[K+].[K+]. The catalyst is CN(C)C=O. The product is [Br:1][C:2]1[CH:7]=[CH:6][C:5]([F:8])=[CH:4][C:3]=1[C:9]1[N:10]=[N:11][N:12]([CH3:16])[N:13]=1. The yield is 0.610. (3) The reactants are O.C(O)(C(F)(F)F)=O.[NH2:9][C:10]1[C:14]2[CH:15]=[CH:16][C:17]([C:19]3[CH:48]=[C:47]([Cl:49])[C:22]([CH2:23][C@@H:24]4[CH2:28][CH2:27][N:26]([N:29]5[CH2:34][CH2:33][CH:32]([O:35][Si](C(C)C)(C(C)C)C(C)C)[CH2:31][CH2:30]5)[C:25]4=[O:46])=[C:21]([Cl:50])[CH:20]=3)=[CH:18][C:13]=2[O:12][N:11]=1.C(OCC)(=O)C. The catalyst is C1COCC1. The product is [NH2:9][C:10]1[C:14]2[CH:15]=[CH:16][C:17]([C:19]3[CH:48]=[C:47]([Cl:49])[C:22]([CH2:23][C@@H:24]4[CH2:28][CH2:27][N:26]([N:29]5[CH2:34][CH2:33][CH:32]([OH:35])[CH2:31][CH2:30]5)[C:25]4=[O:46])=[C:21]([Cl:50])[CH:20]=3)=[CH:18][C:13]=2[O:12][N:11]=1. The yield is 0.870. (4) No catalyst specified. The product is [CH3:1][O:2][C:3]1[CH:8]=[C:7]([CH3:9])[CH:6]=[CH:5][C:4]=1[C:10]1[NH:14][N:13]=[C:12]([S:15][CH2:17][C:18]2[CH:23]=[CH:22][C:21]([CH3:24])=[CH:20][N:19]=2)[N:11]=1. The yield is 0.140. The reactants are [CH3:1][O:2][C:3]1[CH:8]=[C:7]([CH3:9])[CH:6]=[CH:5][C:4]=1[C:10]1[NH:11][C:12](=[S:15])[NH:13][N:14]=1.Cl[CH2:17][C:18]1[CH:23]=[CH:22][C:21]([CH3:24])=[CH:20][N:19]=1. (5) The reactants are Cl.[NH:2]1[CH2:7][CH2:6][CH:5]([C:8](=[O:20])[CH2:9][C:10]2[CH:15]=[CH:14][CH:13]=[CH:12][C:11]=2[C:16]([F:19])([F:18])[F:17])[CH2:4][CH2:3]1.[C:21]([O:25][C:26]1[C:27]([CH:32]=O)=[N:28][CH:29]=[CH:30][N:31]=1)([CH3:24])([CH3:23])[CH3:22].C(O[BH-](OC(=O)C)OC(=O)C)(=O)C.[Na+].[OH-].[Na+]. The catalyst is ClCCl.C(OCC)(=O)C. The product is [C:21]([O:25][C:26]1[C:27]([CH2:32][N:2]2[CH2:3][CH2:4][CH:5]([C:8](=[O:20])[CH2:9][C:10]3[CH:15]=[CH:14][CH:13]=[CH:12][C:11]=3[C:16]([F:18])([F:19])[F:17])[CH2:6][CH2:7]2)=[N:28][CH:29]=[CH:30][N:31]=1)([CH3:24])([CH3:23])[CH3:22]. The yield is 0.880. (6) The reactants are [F:1][C:2]([F:21])([F:20])[C:3]1([C:7]([N:9]2[CH2:14][CH2:13][CH:12]([C:15](OCC)=[O:16])[CH2:11][CH2:10]2)=O)[CH2:6][CH2:5][CH2:4]1.[H-].[H-].[H-].[H-].[Li+].[Al+3]. The catalyst is C1COCC1. The product is [F:21][C:2]([F:1])([F:20])[C:3]1([CH2:7][N:9]2[CH2:10][CH2:11][CH:12]([CH2:15][OH:16])[CH2:13][CH2:14]2)[CH2:4][CH2:5][CH2:6]1. The yield is 0.940. (7) The reactants are [CH3:1][C:2]1[C:6]([CH:7]([OH:36])[C:8]2[O:9][C:10]3[CH:16]=[CH:15][C:14]([CH2:17][C:18]([NH:20][CH:21]([C:28]4[CH:33]=[CH:32][C:31]([CH3:34])=[CH:30][C:29]=4[CH3:35])[C:22]4[CH:27]=[CH:26][CH:25]=[CH:24][CH:23]=4)=[O:19])=[CH:13][C:11]=3[CH:12]=2)=[C:5]([CH3:37])[O:4][N:3]=1.[C:38](O)([C:40](F)(F)F)=O.[SiH](CC)(CC)CC. The catalyst is C(Cl)Cl. The product is [CH3:1][C:2]1[C:6]([CH:7]([O:36][CH2:38][CH3:40])[C:8]2[O:9][C:10]3[CH:16]=[CH:15][C:14]([CH2:17][C:18]([NH:20][CH:21]([C:28]4[CH:33]=[CH:32][C:31]([CH3:34])=[CH:30][C:29]=4[CH3:35])[C:22]4[CH:27]=[CH:26][CH:25]=[CH:24][CH:23]=4)=[O:19])=[CH:13][C:11]=3[CH:12]=2)=[C:5]([CH3:37])[O:4][N:3]=1. The yield is 0.250. (8) The reactants are [Si]([O:8][C@H:9]1[CH2:13][C@H:12]([N:14]2[C:18]3[N:19]=[CH:20][N:21]=[C:22]([NH:23][C@@H:24]4[C:32]5[C:27](=[CH:28][CH:29]=[CH:30][CH:31]=5)[CH2:26][CH2:25]4)[C:17]=3[CH:16]=[CH:15]2)[CH2:11][C@H:10]1[CH2:33][CH2:34][S:35]([NH2:38])(=[O:37])=[O:36])(C(C)(C)C)(C)C.[F-].C([N+](CCCC)(CCCC)CCCC)CCC. The catalyst is O1CCCC1. The product is [C@@H:24]1([NH:23][C:22]2[C:17]3[CH:16]=[CH:15][N:14]([C@@H:12]4[CH2:11][C@@H:10]([CH2:33][CH2:34][S:35]([NH2:38])(=[O:37])=[O:36])[C@@H:9]([OH:8])[CH2:13]4)[C:18]=3[N:19]=[CH:20][N:21]=2)[C:32]2[C:27](=[CH:28][CH:29]=[CH:30][CH:31]=2)[CH2:26][CH2:25]1. The yield is 0.400. (9) The reactants are [Cl:1][C:2]1[C:3]([O:32]C)=[C:4]2[C:9](=[CH:10][C:11]=1[CH3:12])[CH:8]([NH:13][C:14]1[CH:23]=[CH:22][CH:21]=[C:20]3[C:15]=1[CH:16]=[CH:17][NH:18][C:19]3=[O:24])[C:7]([OH:29])([C:25]([F:28])([F:27])[F:26])[CH2:6][C:5]2([CH3:31])[CH3:30].B(Br)(Br)Br.C(=O)(O)[O-].[Na+].C(OCC)(=O)C. The catalyst is ClCCl. The product is [Cl:1][C:2]1[C:3]([OH:32])=[C:4]2[C:9](=[CH:10][C:11]=1[CH3:12])[CH:8]([NH:13][C:14]1[CH:23]=[CH:22][CH:21]=[C:20]3[C:15]=1[CH:16]=[CH:17][NH:18][C:19]3=[O:24])[C:7]([OH:29])([C:25]([F:28])([F:26])[F:27])[CH2:6][C:5]2([CH3:30])[CH3:31]. The yield is 0.512. (10) The reactants are C(=O)(OCC)[O:2][C:3]1[CH:8]=[C:7]([N+:9]([O-:11])=[O:10])[C:6]([CH3:12])=[CH:5][C:4]=1[CH:13]1[CH:20]2[CH2:21][CH:16]3[CH2:17][CH:18]([CH2:22][CH:14]1[CH2:15]3)[CH2:19]2.N1CCCCC1. The catalyst is C(Cl)Cl. The product is [CH:14]12[CH2:15][CH:16]3[CH2:17][CH:18]([CH2:19][CH:20]([CH2:21]3)[CH:13]1[C:4]1[CH:5]=[C:6]([CH3:12])[C:7]([N+:9]([O-:11])=[O:10])=[CH:8][C:3]=1[OH:2])[CH2:22]2. The yield is 0.770.